Dataset: Full USPTO retrosynthesis dataset with 1.9M reactions from patents (1976-2016). Task: Predict the reactants needed to synthesize the given product. (1) Given the product [C:1]([CH2:5][O:6][C:9]([O:8][CH3:7])=[O:10])([F:4])([F:3])[F:2], predict the reactants needed to synthesize it. The reactants are: [C:1]([CH2:5][OH:6])([F:4])([F:3])[F:2].[CH3:7][O:8][C:9](Cl)=[O:10]. (2) Given the product [Br:27][C:28]1[CH:35]=[CH:34][C:31]([CH:32]=[C:21]2[CH2:20][CH2:19][C:18]3[C:23](=[CH:24][CH:25]=[C:16]([O:15][CH2:14][CH2:13][C:11]4[N:10]=[CH:9][NH:8][CH:12]=4)[CH:17]=3)[C:22]2=[O:26])=[CH:30][CH:29]=1, predict the reactants needed to synthesize it. The reactants are: C(OC([N:8]1[CH:12]=[C:11]([CH2:13][CH2:14][O:15][C:16]2[CH:25]=[CH:24][C:23]3[C:22](=[O:26])[CH2:21][CH2:20][CH2:19][C:18]=3[CH:17]=2)[N:10]=[CH:9]1)=O)(C)(C)C.[Br:27][C:28]1[CH:35]=[CH:34][C:31]([CH:32]=O)=[CH:30][CH:29]=1. (3) The reactants are: Cl[C:2]1[N:7]=[C:6]([O:8][CH2:9][C:10]([F:13])([F:12])[F:11])[N:5]=[C:4]([NH:14][C:15]2[CH:27]=[CH:26][C:18]([C:19]([O:21][C:22]([CH3:25])([CH3:24])[CH3:23])=[O:20])=[CH:17][CH:16]=2)[N:3]=1.[Br:28][C:29]1[CH:30]=[C:31]([C:35]2([NH2:38])[CH2:37][CH2:36]2)[CH:32]=[CH:33][CH:34]=1.CCN(C(C)C)C(C)C. Given the product [Br:28][C:29]1[CH:30]=[C:31]([C:35]2([NH:38][C:2]3[N:7]=[C:6]([O:8][CH2:9][C:10]([F:13])([F:12])[F:11])[N:5]=[C:4]([NH:14][C:15]4[CH:27]=[CH:26][C:18]([C:19]([O:21][C:22]([CH3:25])([CH3:24])[CH3:23])=[O:20])=[CH:17][CH:16]=4)[N:3]=3)[CH2:36][CH2:37]2)[CH:32]=[CH:33][CH:34]=1, predict the reactants needed to synthesize it.